This data is from Full USPTO retrosynthesis dataset with 1.9M reactions from patents (1976-2016). The task is: Predict the reactants needed to synthesize the given product. (1) Given the product [CH3:15][C:16]1[N:14]([C:6]2[CH:7]=[C:8]([CH:12]=[CH:13][C:2]=2[C:3]([O:5][CH3:23])=[O:4])[C:9]([OH:11])=[O:10])[C:19]([CH3:20])=[CH:18][CH:17]=1, predict the reactants needed to synthesize it. The reactants are: C[C:2]1([CH:13]=[CH:12][C:8]([C:9]([O-:11])=[O:10])=[CH:7][CH:6]1[NH2:14])[C:3]([O-:5])=[O:4].[CH3:15][C:16](=O)[CH2:17][CH2:18][C:19](=O)[CH3:20].[C:23]1(C)C=CC=CC=1. (2) Given the product [C:11]([O:15][C:16]([NH:1][CH:2]1[CH2:7][CH2:6][CH2:5][CH:4]([C:8]([OH:10])=[O:9])[CH2:3]1)=[O:17])([CH3:14])([CH3:13])[CH3:12], predict the reactants needed to synthesize it. The reactants are: [NH2:1][CH:2]1[CH2:7][CH2:6][CH2:5][CH:4]([C:8]([OH:10])=[O:9])[CH2:3]1.[C:11]([O:15][C:16](O[C:16]([O:15][C:11]([CH3:14])([CH3:13])[CH3:12])=[O:17])=[O:17])([CH3:14])([CH3:13])[CH3:12].Cl. (3) Given the product [Cl:1][C:2]1[CH:7]=[CH:6][C:5]([C:8](=[N:18][NH2:19])[C:10]2[CH:15]=[CH:14][C:13]([Cl:16])=[CH:12][CH:11]=2)=[CH:4][CH:3]=1, predict the reactants needed to synthesize it. The reactants are: [Cl:1][C:2]1[CH:7]=[CH:6][C:5]([C:8]([C:10]2[CH:15]=[CH:14][C:13]([Cl:16])=[CH:12][CH:11]=2)=O)=[CH:4][CH:3]=1.O.[NH2:18][NH2:19]. (4) Given the product [NH2:11][C:9]1[N:8]=[CH:7][N:6]=[C:5]2[N:4]([CH:12]([C:14]3[CH:15]=[C:16]4[N:21]([C:22]=3[C:23]3[CH:28]=[CH:27][CH:26]=[CH:25][N:24]=3)[CH:20]=[CH:19][CH:18]=[CH:17]4)[CH3:13])[N:3]=[C:2]([C:35]3[CH:36]=[C:37]([OH:41])[CH:38]=[N:39][CH:40]=3)[C:10]=12, predict the reactants needed to synthesize it. The reactants are: I[C:2]1[C:10]2[C:5](=[N:6][CH:7]=[N:8][C:9]=2[NH2:11])[N:4]([CH:12]([C:14]2[CH:15]=[C:16]3[N:21]([C:22]=2[C:23]2[CH:28]=[CH:27][CH:26]=[CH:25][N:24]=2)[CH:20]=[CH:19][CH:18]=[CH:17]3)[CH3:13])[N:3]=1.CC1(C)OB([C:35]2[CH:36]=[C:37]([OH:41])[CH:38]=[N:39][CH:40]=2)OC1(C)C.CCO.C([O-])([O-])=O.[Na+].[Na+]. (5) Given the product [C:3]([CH:13]1[C:12](=[O:15])[CH2:11][CH:10]2[CH:14]1[C:9]2([CH3:16])[CH3:8])(=[O:5])[CH3:4], predict the reactants needed to synthesize it. The reactants are: [H-].[Na+].[C:3](OC)(=[O:5])[CH3:4].[CH3:8][C:9]1([CH3:16])[C@@H:14]2[C@H:10]1[CH2:11][C:12](=[O:15])[CH2:13]2.C(O)(=O)CC(CC(O)=O)(C(O)=O)O.